Task: Predict the reactants needed to synthesize the given product.. Dataset: Full USPTO retrosynthesis dataset with 1.9M reactions from patents (1976-2016) Given the product [CH3:23][O:24][C:2]1[C:7]([C:8]2[CH:9]=[N:10][CH:11]=[N:12][CH:13]=2)=[C:6]([C:14]#[C:15][C:16]2[CH:21]=[CH:20][CH:19]=[CH:18][CH:17]=2)[N:5]=[C:4]([NH2:22])[CH:3]=1, predict the reactants needed to synthesize it. The reactants are: Cl[C:2]1[C:7]([C:8]2[CH:9]=[N:10][CH:11]=[N:12][CH:13]=2)=[C:6]([C:14]#[C:15][C:16]2[CH:21]=[CH:20][CH:19]=[CH:18][CH:17]=2)[N:5]=[C:4]([NH2:22])[CH:3]=1.[CH3:23][O-:24].[Na+].